Task: Predict the product of the given reaction.. Dataset: Forward reaction prediction with 1.9M reactions from USPTO patents (1976-2016) (1) The product is: [F:1][C:2]1[C:8]([N+:9]([O-:11])=[O:10])=[CH:7][C:5]([NH:6][S:21]([CH3:20])(=[O:23])=[O:22])=[C:4]([O:12][CH3:13])[CH:3]=1. Given the reactants [F:1][C:2]1[C:8]([N+:9]([O-:11])=[O:10])=[CH:7][C:5]([NH2:6])=[C:4]([O:12][CH3:13])[CH:3]=1.N1C=CC=CC=1.[CH3:20][S:21](Cl)(=[O:23])=[O:22].Cl, predict the reaction product. (2) Given the reactants F[C:2]1[N:7]=[C:6]([N:8]2[CH2:12][CH2:11][O:10][C:9]2=[O:13])[CH:5]=[CH:4][N:3]=1.[Cl:14][C:15]1[CH:20]=[CH:19][C:18]([C:21]2[N:25]=[C:24]([CH:26]([NH2:28])[CH3:27])[O:23][N:22]=2)=[CH:17][CH:16]=1.CCN(C(C)C)C(C)C, predict the reaction product. The product is: [Cl:14][C:15]1[CH:16]=[CH:17][C:18]([C:21]2[N:25]=[C:24]([CH:26]([NH:28][C:2]3[N:7]=[C:6]([N:8]4[CH2:12][CH2:11][O:10][C:9]4=[O:13])[CH:5]=[CH:4][N:3]=3)[CH3:27])[O:23][N:22]=2)=[CH:19][CH:20]=1. (3) The product is: [C:1]1([CH2:13][C:14]2[C:15](=[O:16])[NH:17][C:20](=[O:19])[C:21]=2[C:23]2[C:31]3[C:26](=[CH:27][CH:28]=[CH:29][CH:30]=3)[NH:25][CH:24]=2)[C:11]2=[C:12]3[C:7](=[CH:8][CH:9]=[CH:10]2)[CH2:6][CH2:5][CH2:4][N:3]3[CH:2]=1. Given the reactants [C:1]1([CH2:13][CH2:14][C:15]([NH2:17])=[O:16])[C:11]2=[C:12]3[C:7](=[CH:8][CH:9]=[CH:10]2)[CH2:6][CH2:5][CH2:4][N:3]3[CH:2]=1.C[O:19][C:20](=O)[C:21]([C:23]1[C:31]2[C:26](=[CH:27][CH:28]=[CH:29][CH:30]=2)[NH:25][CH:24]=1)=O.CC(C)([O-])C.[K+].Cl, predict the reaction product. (4) Given the reactants [CH:1]([C:3]1[CH:8]=[CH:7][C:6](B(O)O)=[CH:5][CH:4]=1)=[O:2].Br[C:13]1[CH:14]=[C:15]([CH2:18][N:19]([CH3:28])[C:20](=[O:27])[C:21]2[CH:26]=[CH:25][CH:24]=[CH:23][CH:22]=2)[S:16][CH:17]=1.C(=O)([O-])[O-].[K+].[K+], predict the reaction product. The product is: [CH:1]([C:3]1[CH:8]=[CH:7][C:6]([C:13]2[CH:14]=[C:15]([CH2:18][N:19]([CH3:28])[C:20](=[O:27])[C:21]3[CH:22]=[CH:23][CH:24]=[CH:25][CH:26]=3)[S:16][CH:17]=2)=[CH:5][CH:4]=1)=[O:2]. (5) Given the reactants Cl.[O:2]=[C:3]1[N:15]2[C:6]([C:7]3[CH:8]=[C:9]([C:34]4[CH:39]=[CH:38][CH:37]=[CH:36][CH:35]=4)[C:10]([C:16]4[CH:21]=[CH:20][C:19]([C:22]5([NH:26]C(=O)OC(C)(C)C)[CH2:25][CH2:24][CH2:23]5)=[CH:18][CH:17]=4)=[N:11][C:12]=3[CH:13]=[CH:14]2)=[N:5][NH:4]1.C([Cl:43])(=O)C, predict the reaction product. The product is: [NH2:26][C:22]1([C:19]2[CH:20]=[CH:21][C:16]([C:10]3[C:9]([C:34]4[CH:39]=[CH:38][CH:37]=[CH:36][CH:35]=4)=[CH:8][C:7]4[C:6]5=[N:5][NH:4][C:3](=[O:2])[N:15]5[CH:14]=[CH:13][C:12]=4[N:11]=3)=[CH:17][CH:18]=2)[CH2:23][CH2:24][CH2:25]1.[ClH:43]. (6) Given the reactants C(=O)([O-])[O-].[Cs+].[Cs+].[Br:7][C:8]1[CH:16]=[C:12]([C:13]([OH:15])=[O:14])[C:11]([OH:17])=[CH:10][CH:9]=1.[F:18][C:19]1[CH:24]=[CH:23][CH:22]=[C:21](F)[N:20]=1.Cl, predict the reaction product. The product is: [Br:7][C:8]1[CH:9]=[CH:10][C:11]([O:17][C:21]2[CH:22]=[CH:23][CH:24]=[C:19]([F:18])[N:20]=2)=[C:12]([CH:16]=1)[C:13]([OH:15])=[O:14]. (7) Given the reactants C(O[BH-](O[C:11](=[O:13])[CH3:12])OC(=O)C)(=O)C.[Na+].[N+:15]([C:18]1[CH:19]=[C:20]2[C:26](=[CH:27][CH:28]=1)[CH:25]1O[CH:21]2[CH2:22][NH:23][CH2:24]1)([O-:17])=[O:16].C(=O)C.ClC(Cl)C, predict the reaction product. The product is: [CH2:22]([N:23]1[CH2:12][CH:11]2[O:13][CH:25]([C:26]3[C:20]2=[CH:19][C:18]([N+:15]([O-:17])=[O:16])=[CH:28][CH:27]=3)[CH2:24]1)[CH3:21]. (8) Given the reactants N[C@@H:2]([CH3:5])[CH2:3][OH:4].[F:6][C@H:7]1[C@@H:12]([NH2:13])[CH2:11][CH2:10][O:9][CH2:8]1.Cl.FC1C=[C:18]([C@@H:24]([C:26]2C=N[N:29]([CH3:31])[CH:30]=2)N)[CH:19]=[CH:20]C=1OC.Cl.[NH2:33][C@@H:34]([C:37]1[CH:42]=[CH:41][C:40]([Cl:43])=[C:39]([F:44])[CH:38]=1)[CH2:35][OH:36], predict the reaction product. The product is: [Cl:43][C:40]1[CH:41]=[CH:42][C:37]([C@H:34]([NH:33][C:3]([C:2]2[CH:5]=[C:24]3[C:18](=[CH:19][CH:20]=2)[CH:31]=[N:29][C:30]([NH:13][C@H:12]2[CH2:11][CH2:10][O:9][CH2:8][C@H:7]2[F:6])=[CH:26]3)=[O:4])[CH2:35][OH:36])=[CH:38][C:39]=1[F:44]. (9) Given the reactants [Cl:1]/[C:2](/[C:12]([F:15])([F:14])[F:13])=[CH:3]\[CH:4]1[CH:6]([C:7](Cl)=[O:8])[C:5]1([CH3:11])[CH3:10].[O:16]([C:23]1[CH:24]=[C:25]([CH:31]=[CH:32][CH:33]=1)[CH:26]([OH:30])[C:27]([OH:29])=[O:28])[C:17]1[CH:22]=[CH:21][CH:20]=[CH:19][CH:18]=1.N1C=CC=CC=1, predict the reaction product. The product is: [Cl:1]/[C:2](/[C:12]([F:15])([F:14])[F:13])=[CH:3]\[CH:4]1[CH:6]([C:7]([O:30][CH:26]([C:25]2[CH:31]=[CH:32][CH:33]=[C:23]([O:16][C:17]3[CH:22]=[CH:21][CH:20]=[CH:19][CH:18]=3)[CH:24]=2)[C:27]([OH:29])=[O:28])=[O:8])[C:5]1([CH3:11])[CH3:10].